From a dataset of Full USPTO retrosynthesis dataset with 1.9M reactions from patents (1976-2016). Predict the reactants needed to synthesize the given product. (1) Given the product [CH3:24][O:25][C:26]([C:28]1[CH:33]=[CH:32][C:31]([CH2:5][C:6]2[CH:7]=[C:8]([C:16]3[CH:21]=[CH:20][CH:19]=[C:18]([Cl:22])[CH:17]=3)[C:9]([O:12][CH:13]([F:14])[F:15])=[CH:10][CH:11]=2)=[CH:30][N:29]=1)=[O:27], predict the reactants needed to synthesize it. The reactants are: COC(=O)O[CH2:5][C:6]1[CH:7]=[C:8]([C:16]2[CH:21]=[CH:20][CH:19]=[C:18]([Cl:22])[CH:17]=2)[C:9]([O:12][CH:13]([F:15])[F:14])=[CH:10][CH:11]=1.[CH3:24][O:25][C:26]([C:28]1[CH:33]=[CH:32][C:31](B2OC(C)(C)C(C)(C)O2)=[CH:30][N:29]=1)=[O:27].C(=O)([O-])[O-].[K+].[K+].C1(P(C2C=CC=CC=2)CCCCCP(C2C=CC=CC=2)C2C=CC=CC=2)C=CC=CC=1. (2) Given the product [CH3:42][NH:41][C:39]([NH:38][C:36]1[N:37]=[C:32]([NH:31][C:22]([NH:13][S:10]([C:3]2[C:4]3[CH:9]=[CH:8][CH:7]=[CH:6][C:5]=3[O:1][CH:2]=2)(=[O:12])=[O:11])=[O:23])[CH:33]=[C:34]([S:43][CH3:44])[CH:35]=1)=[O:40], predict the reactants needed to synthesize it. The reactants are: [O:1]1[C:5]2[CH:6]=[CH:7][CH:8]=[CH:9][C:4]=2[C:3]([S:10]([NH2:13])(=[O:12])=[O:11])=[CH:2]1.C(N(CC)CC)C.Cl[C:22](OC1C=CC=CC=1)=[O:23].[NH2:31][C:32]1[N:37]=[C:36]([NH:38][C:39]([NH:41][CH3:42])=[O:40])[CH:35]=[C:34]([S:43][CH3:44])[CH:33]=1. (3) Given the product [CH3:1][N:2]([CH3:16])[S:3]([C:6]1[CH:7]=[C:8]2[C:12](=[CH:13][CH:14]=1)[NH:11][C:10](=[O:15])/[C:9]/2=[CH:17]\[C:19]1[NH:20][C:21]([CH3:39])=[C:22]([S:29]([C:32]2[CH:33]=[CH:34][C:35]([CH3:38])=[CH:36][CH:37]=2)(=[O:30])=[O:31])[C:23]=1[CH2:24][CH2:25][C:26]([OH:28])=[O:27])(=[O:5])=[O:4], predict the reactants needed to synthesize it. The reactants are: [CH3:1][N:2]([CH3:16])[S:3]([C:6]1[CH:7]=[C:8]2[C:12](=[CH:13][CH:14]=1)[NH:11][C:10](=[O:15])[CH2:9]2)(=[O:5])=[O:4].[CH:17]([C:19]1[NH:20][C:21]([CH3:39])=[C:22]([S:29]([C:32]2[CH:37]=[CH:36][C:35]([CH3:38])=[CH:34][CH:33]=2)(=[O:31])=[O:30])[C:23]=1[CH2:24][CH2:25][C:26]([OH:28])=[O:27])=O.N1CCCCC1. (4) Given the product [CH2:25]([O:27][C:28]([C:30]1[C:39](=[O:40])[C:38]2[C:33](=[C:34]([C:24]#[C:23][CH2:22][C@H:9]3[CH2:10][C@H:11]([CH2:13][NH:14][C:15]([O:17][C:18]([CH3:21])([CH3:20])[CH3:19])=[O:16])[CH2:12][N:8]3[C:6]([O:5][C:1]([CH3:3])([CH3:2])[CH3:4])=[O:7])[C:35]([F:42])=[C:36]([F:41])[CH:37]=2)[N:32]([CH:51]2[CH2:52][CH2:53]2)[CH:31]=1)=[O:29])[CH3:26], predict the reactants needed to synthesize it. The reactants are: [C:1]([O:5][C:6]([N:8]1[CH2:12][C@@H:11]([CH2:13][NH:14][C:15]([O:17][C:18]([CH3:21])([CH3:20])[CH3:19])=[O:16])[CH2:10][C@@H:9]1[CH2:22][C:23]#[CH:24])=[O:7])([CH3:4])([CH3:3])[CH3:2].[CH2:25]([O:27][C:28]([C:30]1[C:39](=[O:40])[C:38]2[C:33](=[C:34](OS(C(F)(F)F)(=O)=O)[C:35]([F:42])=[C:36]([F:41])[CH:37]=2)[N:32]([CH:51]2[CH2:53][CH2:52]2)[CH:31]=1)=[O:29])[CH3:26].C1(P(C2C=CC=CC=2)C2C=CC=CC=2)C=CC=CC=1.C(N(CC)C(C)C)(C)C. (5) The reactants are: [O:1]1[CH:6]=[CH:5][CH2:4][CH2:3][CH2:2]1.[C:7]([SiH2:11][O:12][C:13]([CH3:32])([CH3:31])[C:14]1[CH:19]=[CH:18][C:17]([CH:20]([OH:30])[C:21]2[CH:22]=[CH:23][C:24]([F:29])=[C:25]([CH:28]=2)[C:26]#[N:27])=[CH:16][CH:15]=1)([CH3:10])([CH3:9])[CH3:8].[NH+]1C=CC=CC=1.C1(C)C(S([O-])(=O)=O)=CC=CC=1. Given the product [C:7]([SiH2:11][O:12][C:13]([CH3:32])([CH3:31])[C:14]1[CH:15]=[CH:16][C:17]([CH:20]([O:30][CH:6]2[CH2:5][CH2:4][CH2:3][CH2:2][O:1]2)[C:21]2[CH:22]=[CH:23][C:24]([F:29])=[C:25]([CH:28]=2)[C:26]#[N:27])=[CH:18][CH:19]=1)([CH3:10])([CH3:8])[CH3:9], predict the reactants needed to synthesize it. (6) Given the product [CH3:23][N:22]([CH3:24])[C:17]1[N:16]=[C:15]([NH:14][C@@H:11]2[CH2:12][CH2:13][C@H:8]([NH2:7])[CH2:9][CH2:10]2)[C:20]([CH3:21])=[CH:19][N:18]=1, predict the reactants needed to synthesize it. The reactants are: C(OC(=O)[NH:7][C@H:8]1[CH2:13][CH2:12][C@@H:11]([NH:14][C:15]2[C:20]([CH3:21])=[CH:19][N:18]=[C:17]([N:22]([CH3:24])[CH3:23])[N:16]=2)[CH2:10][CH2:9]1)(C)(C)C.C(O)(C(F)(F)F)=O. (7) Given the product [C:1]([C:3]1[CH:17]=[C:16]([C:18]2[CH:19]=[CH:20][C:24]([OH:25])=[CH:22][CH:23]=2)[C:6]2[N:7]([C:10]3[CH:11]=[CH:12][CH:13]=[CH:14][CH:15]=3)[CH:8]=[N:9][C:5]=2[CH:4]=1)#[N:2], predict the reactants needed to synthesize it. The reactants are: [C:1]([C:3]1[CH:17]=[C:16]([C:18]2[CH:23]=[CH:22]C=[C:20]([CH2:24][OH:25])[CH:19]=2)[C:6]2[N:7]([C:10]3[CH:15]=[CH:14][CH:13]=[CH:12][CH:11]=3)[CH:8]=[N:9][C:5]=2[CH:4]=1)#[N:2]. (8) Given the product [NH2:12][C:10]1[CH:9]=[CH:8][C:7]([O:15][CH3:16])=[C:6]([CH:11]=1)[CH2:5][N:4]([CH2:17][C:18]([O:20][CH3:21])=[O:19])[CH:1]1[CH2:2][CH2:3]1, predict the reactants needed to synthesize it. The reactants are: [CH:1]1([N:4]([CH2:17][C:18]([O:20][CH3:21])=[O:19])[CH2:5][C:6]2[CH:11]=[C:10]([N+:12]([O-])=O)[CH:9]=[CH:8][C:7]=2[O:15][CH3:16])[CH2:3][CH2:2]1. (9) Given the product [Cl:35][C:34]1[C:29]([C:21]2[CH:22]=[CH:23][C:18]([F:17])=[C:19]([CH3:27])[CH:20]=2)=[N:30][CH:31]=[CH:32][CH:33]=1, predict the reactants needed to synthesize it. The reactants are: ClC1C(C2C=C3C(=CC=2)NN=C3)=CC=CN=1.[F:17][C:18]1[CH:23]=[CH:22][C:21](B(O)O)=[CH:20][C:19]=1[CH3:27].Br[C:29]1[C:34]([Cl:35])=[CH:33][CH:32]=[CH:31][N:30]=1.C([O-])([O-])=O.[Na+].[Na+].